This data is from Forward reaction prediction with 1.9M reactions from USPTO patents (1976-2016). The task is: Predict the product of the given reaction. (1) Given the reactants Cl[CH2:2][C:3]1[N:4]=[C:5]([C:9]2[CH:14]=[CH:13][CH:12]=[CH:11][CH:10]=2)[O:6][C:7]=1[CH3:8].[OH:15][C:16]1[CH:21]=[CH:20][C:19]([C:22]([C:24]2[CH:29]=[CH:28][C:27]([O:30][CH3:31])=[CH:26][C:25]=2[O:32][CH2:33][O:34][CH3:35])=[O:23])=[C:18]([CH3:36])[CH:17]=1.C(=O)([O-])[O-].[K+].[K+].CN(C)C=O, predict the reaction product. The product is: [CH3:31][O:30][C:27]1[CH:28]=[CH:29][C:24]([C:22]([C:19]2[CH:20]=[CH:21][C:16]([O:15][CH2:2][C:3]3[N:4]=[C:5]([C:9]4[CH:14]=[CH:13][CH:12]=[CH:11][CH:10]=4)[O:6][C:7]=3[CH3:8])=[CH:17][C:18]=2[CH3:36])=[O:23])=[C:25]([O:32][CH2:33][O:34][CH3:35])[CH:26]=1. (2) Given the reactants C([O:3][C:4]([C:6]1[C:10]([C:11]([F:14])([F:13])[F:12])=[CH:9][S:8][C:7]=1[NH2:15])=O)C.[CH:16]([NH2:18])=O, predict the reaction product. The product is: [F:12][C:11]([F:14])([F:13])[C:10]1[C:6]2[C:4](=[O:3])[NH:18][CH:16]=[N:15][C:7]=2[S:8][CH:9]=1. (3) Given the reactants [OH:1][C:2]1[CH:7]=[CH:6][NH:5][C:4](=[O:8])[CH:3]=1.[CH2:9]([C:12]1[CH:13]=[N:14][C:15]([N:18]2[CH2:23][CH2:22][CH:21](CS([O-])(=O)=O)[CH2:20][CH2:19]2)=[N:16][CH:17]=1)[CH2:10][CH3:11].C(=O)([O-])[O-].[K+].[K+].CS(C)=O, predict the reaction product. The product is: [CH2:9]([C:12]1[CH:13]=[N:14][C:15]([N:18]2[CH2:23][CH2:22][CH:21]([O:1][C:2]3[CH:7]=[CH:6][NH:5][C:4](=[O:8])[CH:3]=3)[CH2:20][CH2:19]2)=[N:16][CH:17]=1)[CH2:10][CH3:11]. (4) Given the reactants [OH:1][NH:2][C:3](=[NH:27])[CH2:4][O:5][C:6]1[CH:11]=[CH:10][C:9]([C:12](=[N:14][O:15][CH2:16][C:17]2[CH:22]=[CH:21][C:20]([C:23]([F:26])([F:25])[F:24])=[CH:19][CH:18]=2)[CH3:13])=[CH:8][CH:7]=1.C(N(CC)CC)C.Cl[C:36]([O:38][C:39]1[CH:44]=[CH:43][CH:42]=[CH:41][CH:40]=1)=[O:37].O, predict the reaction product. The product is: [OH:1][N:2]=[C:3]([NH:27][C:36](=[O:37])[O:38][C:39]1[CH:44]=[CH:43][CH:42]=[CH:41][CH:40]=1)[CH2:4][O:5][C:6]1[CH:11]=[CH:10][C:9]([C:12](=[N:14][O:15][CH2:16][C:17]2[CH:22]=[CH:21][C:20]([C:23]([F:25])([F:24])[F:26])=[CH:19][CH:18]=2)[CH3:13])=[CH:8][CH:7]=1. (5) Given the reactants [C:1]1([C:7](=[O:16])[CH2:8][CH2:9][C:10]2[CH:15]=[CH:14][CH:13]=[CH:12][CH:11]=2)[CH:6]=[CH:5][CH:4]=[CH:3][CH:2]=1.[Br:17]Br, predict the reaction product. The product is: [Br:17][CH:8]([CH2:9][C:10]1[CH:11]=[CH:12][CH:13]=[CH:14][CH:15]=1)[C:7]([C:1]1[CH:6]=[CH:5][CH:4]=[CH:3][CH:2]=1)=[O:16]. (6) Given the reactants [Cl:1][C:2]1[CH:10]=[CH:9][CH:8]=[C:7]2[C:3]=1[C:4]([C:15]([OH:17])=O)=[CH:5][N:6]2[CH:11]1[CH2:14][O:13][CH2:12]1.[NH2:18][CH2:19][C:20]1([OH:25])[CH2:24][CH2:23][CH2:22][CH2:21]1, predict the reaction product. The product is: [OH:25][C:20]1([CH2:19][NH:18][C:15]([C:4]2[C:3]3[C:7](=[CH:8][CH:9]=[CH:10][C:2]=3[Cl:1])[N:6]([CH:11]3[CH2:12][O:13][CH2:14]3)[CH:5]=2)=[O:17])[CH2:24][CH2:23][CH2:22][CH2:21]1. (7) Given the reactants [CH3:1][C:2]1([CH3:9])[CH2:6][C:5](=O)[C:4](=O)[CH2:3]1.COP([CH2:16][C:17]([C:19]1[CH:20]=[N:21][N:22]([CH3:27])[C:23]=1[CH:24]1[CH2:26][CH2:25]1)=O)(=O)OC.O.[NH2:29][NH2:30], predict the reaction product. The product is: [CH:24]1([C:23]2[N:22]([CH3:27])[N:21]=[CH:20][C:19]=2[C:17]2[N:30]=[N:29][C:4]3[CH2:3][C:2]([CH3:9])([CH3:1])[CH2:6][C:5]=3[CH:16]=2)[CH2:26][CH2:25]1. (8) Given the reactants [CH2:1]([C:4]1([CH2:175][CH2:176][CH3:177])[C:16]2[CH:15]=[C:14](C3C=CC4C5C(=CC=CC=5)C(CCC)(CCC)C=4C=3)[CH:13]=[CH:12][C:11]=2[C:10]2[C:5]1=[CH:6][C:7]([C:36]1[CH:48]=[CH:47][C:46]3[C:45]4[C:40](=[CH:41][C:42]([C:49]5[CH:61]=[C:60]6[C:52]([C:53]7[CH:54]=[CH:55][C:56](C8C=CC9C%10C(=CC=CC=%10)C(CCC)(CCC)C=9C=8)=[CH:57][C:58]=7[C:59]6([CH2:65][CH2:66][CH3:67])[CH2:62][CH2:63][CH3:64])=[CH:51][CH:50]=5)=[CH:43][CH:44]=4)[C:39]4([C:98]5[CH:97]=[C:96]([C:99]6[CH:111]=[C:110]7[C:102]([C:103]8[CH:104]=[CH:105][C:106](C9C=CC%10C%11C(=CC=CC=%11)C(CCC)(CCC)C=%10C=9)=[CH:107][C:108]=8[C:109]7([CH2:115][CH2:116][CH3:117])[CH2:112][CH2:113][CH3:114])=[CH:101][CH:100]=6)[CH:95]=[CH:94][C:93]=5[C:92]5[C:87]4=[CH:88][C:89]([C:137]4[CH:149]=[C:148]6[C:140]([C:141]7[CH:142]=[CH:143][C:144](C8C=CC9C%10C(=CC=CC=%10)C(CCC)(CCC)C=9C=8)=[CH:145][C:146]=7[C:147]6([CH2:153][CH2:154][CH3:155])[CH2:150][CH2:151][CH3:152])=[CH:139][CH:138]=4)=[CH:90][CH:91]=5)[C:38]=3[CH:37]=1)=[CH:8][CH:9]=2)[CH2:2][CH3:3].C([O-])([O-])=O.[Na+].[Na+].BrC1C=CC2C3C(=CC(Br)=CC=3)C3(C4C=C(Br)C=CC=4C4C3=CC(Br)=CC=4)C=2C=1.C(C1(CCC)C2C=C(C3C=CC4C5C(=CC=CC=5)C(CCC)(CCC)C=4C=3)C=CC=2C2C1=CC(B(O)O)=CC=2)CC, predict the reaction product. The product is: [CH2:153]([C:147]1([CH2:150][CH2:151][CH3:152])[C:146]2[CH:145]=[CH:144][CH:143]=[CH:142][C:141]=2[C:140]2[C:148]1=[CH:149][C:137]([C:89]1[CH:90]=[CH:91][C:92]3[C:93]4[C:98](=[CH:97][C:96]([C:99]5[CH:111]=[C:110]6[C:102]([C:103]7[CH:104]=[CH:105][CH:106]=[CH:107][C:108]=7[C:109]6([CH2:115][CH2:116][CH3:117])[CH2:112][CH2:113][CH3:114])=[CH:101][CH:100]=5)=[CH:95][CH:94]=4)[C:39]4([C:40]5[CH:41]=[C:42]([C:49]6[CH:61]=[C:60]7[C:52]([C:53]8[CH:54]=[CH:55][CH:56]=[CH:57][C:58]=8[C:59]7([CH2:62][CH2:63][CH3:64])[CH2:65][CH2:66][CH3:67])=[CH:51][CH:50]=6)[CH:43]=[CH:44][C:45]=5[C:46]5[C:38]4=[CH:37][C:36]([C:7]4[CH:6]=[C:5]6[C:10]([C:11]7[CH:12]=[CH:13][CH:14]=[CH:15][C:16]=7[C:4]6([CH2:1][CH2:2][CH3:3])[CH2:175][CH2:176][CH3:177])=[CH:9][CH:8]=4)=[CH:48][CH:47]=5)[C:87]=3[CH:88]=1)=[CH:138][CH:139]=2)[CH2:154][CH3:155]. (9) Given the reactants [S:1]=[C:2]1[NH:6][C:5]2[CH:7]=[CH:8][C:9]([C:11]([O:13]C)=[O:12])=[CH:10][C:4]=2[O:3]1.[OH-].[K+].O1CCCC1.CO, predict the reaction product. The product is: [S:1]=[C:2]1[NH:6][C:5]2[CH:7]=[CH:8][C:9]([C:11]([OH:13])=[O:12])=[CH:10][C:4]=2[O:3]1.